From a dataset of Catalyst prediction with 721,799 reactions and 888 catalyst types from USPTO. Predict which catalyst facilitates the given reaction. Reactant: [C:1]([C:3]1([NH:16][C:17]2[CH:22]=[CH:21][C:20]([I:23])=[CH:19][CH:18]=2)[CH2:8][CH2:7][N:6]([C:9]([O:11][C:12]([CH3:15])([CH3:14])[CH3:13])=[O:10])[CH2:5][CH2:4]1)#[N:2].ClC(Cl)(Cl)[C:26]([N:28]=C=O)=[O:27].C(N(CC)CC)C.CO. Product: [NH:2]=[C:1]1[C:3]2([CH2:8][CH2:7][N:6]([C:9]([O:11][C:12]([CH3:15])([CH3:14])[CH3:13])=[O:10])[CH2:5][CH2:4]2)[N:16]([C:17]2[CH:18]=[CH:19][C:20]([I:23])=[CH:21][CH:22]=2)[C:26](=[O:27])[NH:28]1. The catalyst class is: 34.